Dataset: Ames mutagenicity test results for genotoxicity prediction. Task: Regression/Classification. Given a drug SMILES string, predict its toxicity properties. Task type varies by dataset: regression for continuous values (e.g., LD50, hERG inhibition percentage) or binary classification for toxic/non-toxic outcomes (e.g., AMES mutagenicity, cardiotoxicity, hepatotoxicity). Dataset: ames. (1) The drug is Cc1ccc2oc(=O)ccc2c1. The result is 0 (non-mutagenic). (2) The result is 0 (non-mutagenic). The drug is COC(=O)c1cc2ccc3cccnc3c2[nH]1. (3) The molecule is C[C@@H]1CCc2c1ccc1c2ccc2ccccc21. The result is 1 (mutagenic). (4) The drug is ClCCOCCCl. The result is 1 (mutagenic). (5) The compound is Cc1c(N)cc(N)cc1[N+](=O)[O-]. The result is 1 (mutagenic). (6) The compound is Cc1ccc2cc3c(ccc4ccccc43)c3c2c1CC3. The result is 1 (mutagenic). (7) The molecule is C[C@@H](Cl)CCl. The result is 1 (mutagenic).